From a dataset of Merck oncology drug combination screen with 23,052 pairs across 39 cell lines. Regression. Given two drug SMILES strings and cell line genomic features, predict the synergy score measuring deviation from expected non-interaction effect. (1) Drug 1: O=C(NOCC(O)CO)c1ccc(F)c(F)c1Nc1ccc(I)cc1F. Drug 2: Cc1nc(Nc2ncc(C(=O)Nc3c(C)cccc3Cl)s2)cc(N2CCN(CCO)CC2)n1. Cell line: HT29. Synergy scores: synergy=76.3. (2) Drug 1: N#Cc1ccc(Cn2cncc2CN2CCN(c3cccc(Cl)c3)C(=O)C2)cc1. Drug 2: CC1(c2nc3c(C(N)=O)cccc3[nH]2)CCCN1. Cell line: COLO320DM. Synergy scores: synergy=1.75.